From a dataset of Full USPTO retrosynthesis dataset with 1.9M reactions from patents (1976-2016). Predict the reactants needed to synthesize the given product. (1) Given the product [CH3:1][C:2]1[O:3][C:4]2[CH2:10][CH:9]([CH2:11][OH:12])[CH2:8][CH2:7][C:5]=2[N:6]=1, predict the reactants needed to synthesize it. The reactants are: [CH3:1][C:2]1[O:3][C:4]2[CH2:10][CH:9]([C:11](OCC)=[O:12])[CH2:8][CH2:7][C:5]=2[N:6]=1.[H-].[H-].[H-].[H-].[Li+].[Al+3].O.[OH-].[Na+]. (2) Given the product [Br:65][CH2:3][C:14]([C@@H:16]1[CH2:21][CH2:20][CH2:19][N:18]([C:22]([O:24][CH2:25][CH:26]2[C:38]3[CH:37]=[CH:36][CH:35]=[CH:34][C:33]=3[C:32]3[C:27]2=[CH:28][CH:29]=[CH:30][CH:31]=3)=[O:23])[CH2:17]1)=[O:1], predict the reactants needed to synthesize it. The reactants are: [OH-:1].[K+].[CH3:3]N(N=O)C(N[N+]([O-])=O)=N.Cl[C:14]([C@@H:16]1[CH2:21][CH2:20][CH2:19][N:18]([C:22]([O:24][CH2:25][CH:26]2[C:38]3[CH:37]=[CH:36][CH:35]=[CH:34][C:33]=3[C:32]3[C:27]2=[CH:28][CH:29]=[CH:30][CH:31]=3)=[O:23])[CH2:17]1)=O.C1C2C(COC(N3CCC[C@@H](C(O)=O)C3)=O)C3C(=CC=CC=3)C=2C=CC=1.[BrH:65]. (3) Given the product [C:1]12([CH2:11][C:12]([N:35]([CH3:34])[CH2:36][C:37]3[S:38][CH:39]=[CH:40][CH:41]=3)=[O:14])[CH2:10][CH:5]3[CH2:4][CH:3]([CH2:9][CH:7]([CH2:6]3)[CH2:8]1)[CH2:2]2, predict the reactants needed to synthesize it. The reactants are: [C:1]12([CH2:11][C:12]([OH:14])=O)[CH2:10][CH:5]3[CH2:6][CH:7]([CH2:9][CH:3]([CH2:4]3)[CH2:2]1)[CH2:8]2.CCN=C=NCCCN(C)C.Cl.C(N(CC)CC)C.[CH3:34][NH:35][CH2:36][C:37]1[S:38][CH:39]=[CH:40][CH:41]=1. (4) The reactants are: [N:1]([CH:4]([CH3:6])[CH3:5])=[C:2]=[O:3].[C:7]([O:11][C:12]([NH:14][C@@H:15]([CH2:20][C:21]1[CH:26]=[CH:25][C:24]([OH:27])=[CH:23][CH:22]=1)[C:16]([O:18][CH3:19])=[O:17])=[O:13])([CH3:10])([CH3:9])[CH3:8].C(N(CC)CC)C. Given the product [C:7]([O:11][C:12]([NH:14][C@@H:15]([CH2:20][C:21]1[CH:26]=[CH:25][C:24]([O:27][C:2](=[O:3])[NH:1][CH:4]([CH3:6])[CH3:5])=[CH:23][CH:22]=1)[C:16]([O:18][CH3:19])=[O:17])=[O:13])([CH3:10])([CH3:8])[CH3:9], predict the reactants needed to synthesize it.